Task: Regression. Given two drug SMILES strings and cell line genomic features, predict the synergy score measuring deviation from expected non-interaction effect.. Dataset: NCI-60 drug combinations with 297,098 pairs across 59 cell lines (1) Drug 1: CC1OCC2C(O1)C(C(C(O2)OC3C4COC(=O)C4C(C5=CC6=C(C=C35)OCO6)C7=CC(=C(C(=C7)OC)O)OC)O)O. Drug 2: CCC1=C2CN3C(=CC4=C(C3=O)COC(=O)C4(CC)O)C2=NC5=C1C=C(C=C5)O. Cell line: NCIH23. Synergy scores: CSS=53.6, Synergy_ZIP=-0.345, Synergy_Bliss=-1.42, Synergy_Loewe=-0.169, Synergy_HSA=2.42. (2) Drug 1: CC1=CC=C(C=C1)C2=CC(=NN2C3=CC=C(C=C3)S(=O)(=O)N)C(F)(F)F. Drug 2: CC=C1C(=O)NC(C(=O)OC2CC(=O)NC(C(=O)NC(CSSCCC=C2)C(=O)N1)C(C)C)C(C)C. Cell line: U251. Synergy scores: CSS=11.0, Synergy_ZIP=1.51, Synergy_Bliss=-2.75, Synergy_Loewe=-68.4, Synergy_HSA=-6.50. (3) Drug 2: CC(C)(C#N)C1=CC=C(C=C1)N2C3=C4C=C(C=CC4=NC=C3N(C2=O)C)C5=CC6=CC=CC=C6N=C5. Cell line: SK-OV-3. Drug 1: C1CC(C1)(C2=CC=C(C=C2)C3=C(C=C4C(=N3)C=CN5C4=NNC5=O)C6=CC=CC=C6)N. Synergy scores: CSS=73.9, Synergy_ZIP=9.64, Synergy_Bliss=8.49, Synergy_Loewe=12.6, Synergy_HSA=15.3. (4) Drug 1: CC1C(C(CC(O1)OC2CC(CC3=C2C(=C4C(=C3O)C(=O)C5=C(C4=O)C(=CC=C5)OC)O)(C(=O)C)O)N)O.Cl. Drug 2: CS(=O)(=O)OCCCCOS(=O)(=O)C. Cell line: HCT116. Synergy scores: CSS=44.4, Synergy_ZIP=-3.02, Synergy_Bliss=1.17, Synergy_Loewe=-20.4, Synergy_HSA=3.28. (5) Drug 1: CC1=C(C=C(C=C1)NC2=NC=CC(=N2)N(C)C3=CC4=NN(C(=C4C=C3)C)C)S(=O)(=O)N.Cl. Drug 2: CC1=CC2C(CCC3(C2CCC3(C(=O)C)OC(=O)C)C)C4(C1=CC(=O)CC4)C. Cell line: T-47D. Synergy scores: CSS=19.6, Synergy_ZIP=12.3, Synergy_Bliss=14.4, Synergy_Loewe=15.7, Synergy_HSA=16.2. (6) Drug 1: C1CN(CCN1C(=O)CCBr)C(=O)CCBr. Drug 2: N.N.Cl[Pt+2]Cl. Cell line: HCT-15. Synergy scores: CSS=34.4, Synergy_ZIP=-13.9, Synergy_Bliss=-5.13, Synergy_Loewe=-6.81, Synergy_HSA=-2.40.